Dataset: Full USPTO retrosynthesis dataset with 1.9M reactions from patents (1976-2016). Task: Predict the reactants needed to synthesize the given product. (1) Given the product [F:37][C:34]1[CH:35]=[CH:36][C:31]([CH2:30][N:3]2[C:2](=[O:1])[C:7]([CH2:8][C:9]3[CH:10]=[CH:11][C:12]([C:15]4[C:16]([C:21]#[N:22])=[CH:17][CH:18]=[CH:19][CH:20]=4)=[CH:13][CH:14]=3)=[C:6]([CH2:23][CH2:24][CH3:25])[N:5]3[N:26]=[CH:27][N:28]=[C:4]23)=[CH:32][CH:33]=1, predict the reactants needed to synthesize it. The reactants are: [O:1]=[C:2]1[C:7]([CH2:8][C:9]2[CH:14]=[CH:13][C:12]([C:15]3[C:16]([C:21]#[N:22])=[CH:17][CH:18]=[CH:19][CH:20]=3)=[CH:11][CH:10]=2)=[C:6]([CH2:23][CH2:24][CH3:25])[N:5]2[N:26]=[CH:27][N:28]=[C:4]2[NH:3]1.Br[CH2:30][C:31]1[CH:36]=[CH:35][C:34]([F:37])=[CH:33][CH:32]=1.C(=O)([O-])[O-].[K+].[K+].CN(C)C=O. (2) The reactants are: C(O[C:6](=[O:28])[NH:7][C@@H:8]([CH2:21][C:22]1[CH:27]=[CH:26][CH:25]=[CH:24][CH:23]=1)[CH:9]([C:11](=[O:20])[NH:12][CH2:13][C:14]1[CH:19]=[CH:18][CH:17]=[CH:16][CH:15]=1)[OH:10])(C)(C)C.FC(F)(F)C(O)=O.[C:36]1([S:42]([NH:45][C@@H:46]([CH3:63])[C:47]([NH:49][C@@H:50]([CH2:54][C:55]2[CH:60]=[CH:59][C:58]([O:61][CH3:62])=[CH:57][CH:56]=2)C(O)=O)=[O:48])(=[O:44])=[O:43])[CH:41]=[CH:40][CH:39]=[CH:38][CH:37]=1.C(N(CC)C(C)C)(C)C.CN(C(ON1N=NC2C=CC=NC1=2)=[N+](C)C)C.F[P-](F)(F)(F)(F)F. Given the product [C:36]1([S:42]([NH:45][C@@H:46]([CH3:63])[C:47]([NH:49][C@@H:50]([CH2:54][C:55]2[CH:60]=[CH:59][C:58]([O:61][CH3:62])=[CH:57][CH:56]=2)[C:6]([NH:7][CH:8]([CH2:21][C:22]2[CH:23]=[CH:24][CH:25]=[CH:26][CH:27]=2)[C@H:9]([OH:10])[C:11]([NH:12][CH2:13][C:14]2[CH:15]=[CH:16][CH:17]=[CH:18][CH:19]=2)=[O:20])=[O:28])=[O:48])(=[O:43])=[O:44])[CH:37]=[CH:38][CH:39]=[CH:40][CH:41]=1, predict the reactants needed to synthesize it. (3) Given the product [Cl:1][C:2]1[CH:7]=[CH:6][CH:5]=[CH:4][C:3]=1[S:8]([C@H:11]1[CH2:15][N:14]([C:39]([CH:36]2[CH2:37][CH2:38][N:35]2[CH:32]2[CH2:31][CH2:30][N:29]([C:27]([O:26][CH2:24][CH3:25])=[O:28])[CH2:34][CH2:33]2)=[O:40])[C@H:13]([C:16](=[O:17])[NH:18][C:19]2([C:22]#[N:23])[CH2:21][CH2:20]2)[CH2:12]1)(=[O:10])=[O:9], predict the reactants needed to synthesize it. The reactants are: [Cl:1][C:2]1[CH:7]=[CH:6][CH:5]=[CH:4][C:3]=1[S:8]([C@H:11]1[CH2:15][NH:14][C@H:13]([C:16]([NH:18][C:19]2([C:22]#[N:23])[CH2:21][CH2:20]2)=[O:17])[CH2:12]1)(=[O:10])=[O:9].[CH2:24]([O:26][C:27]([N:29]1[CH2:34][CH2:33][CH:32]([N:35]2[CH2:38][CH2:37][CH:36]2[C:39]([O-])=[O:40])[CH2:31][CH2:30]1)=[O:28])[CH3:25].[Li+]. (4) Given the product [C:40]([C:37]1[CH:38]=[CH:39][C:34]([C:33]([NH:32][C:28]2[CH:29]=[CH:30][CH:31]=[C:26]([C:2]3[C:3]4[CH:10]=[C:9]([C:11]5[CH2:12][CH2:13][O:14][CH2:15][CH:16]=5)[NH:8][C:4]=4[N:5]=[CH:6][N:7]=3)[C:27]=2[CH3:45])=[O:44])=[CH:35][CH:36]=1)([CH3:43])([CH3:41])[CH3:42], predict the reactants needed to synthesize it. The reactants are: Cl[C:2]1[C:3]2[CH:10]=[C:9]([C:11]3[CH2:12][CH2:13][O:14][CH2:15][CH:16]=3)[NH:8][C:4]=2[N:5]=[CH:6][N:7]=1.BrC1NC2N=CN=C([C:26]3[C:27]([CH3:45])=[C:28]([NH:32][C:33](=[O:44])[C:34]4[CH:39]=[CH:38][C:37]([C:40]([CH3:43])([CH3:42])[CH3:41])=[CH:36][CH:35]=4)[CH:29]=[CH:30][CH:31]=3)C=2C=1. (5) Given the product [Br:1][C:2]1[CH:18]=[CH:17][C:5]([O:6][C:7]2[CH:12]=[CH:11][C:10]([F:13])=[CH:9][C:8]=2[NH2:14])=[CH:4][CH:3]=1, predict the reactants needed to synthesize it. The reactants are: [Br:1][C:2]1[CH:18]=[CH:17][C:5]([O:6][C:7]2[CH:12]=[CH:11][C:10]([F:13])=[CH:9][C:8]=2[N+:14]([O-])=O)=[CH:4][CH:3]=1. (6) The reactants are: Cl[C:2]1[C:11]2[C:6](=[CH:7][C:8]([O:14][CH3:15])=[C:9]([O:12][CH3:13])[CH:10]=2)[N:5]=[CH:4][CH:3]=1.[CH3:16][NH:17][C:18]1[CH:23]=[CH:22][C:21]([N+:24]([O-:26])=[O:25])=[CH:20][CH:19]=1.C1(C)C=CC(S(O)(=O)=O)=CC=1.COCC(O)C. Given the product [CH3:13][O:12][C:9]1[CH:10]=[C:11]2[C:6](=[CH:7][C:8]=1[O:14][CH3:15])[N:5]=[CH:4][CH:3]=[C:2]2[N:17]([CH3:16])[C:18]1[CH:19]=[CH:20][C:21]([N+:24]([O-:26])=[O:25])=[CH:22][CH:23]=1, predict the reactants needed to synthesize it. (7) Given the product [OH:1][N:2]=[C:3]([Cl:20])[C:5]1[C:9]([N:10]2[CH2:15][CH2:14][O:13][CH2:12][CH2:11]2)=[N:8][O:7][N:6]=1, predict the reactants needed to synthesize it. The reactants are: [OH:1][N:2]=[C:3]([C:5]1[C:9]([N:10]2[CH2:15][CH2:14][O:13][CH2:12][CH2:11]2)=[N:8][O:7][N:6]=1)N.N([O-])=O.[Na+].[ClH:20].